This data is from Forward reaction prediction with 1.9M reactions from USPTO patents (1976-2016). The task is: Predict the product of the given reaction. (1) Given the reactants [CH3:1][O:2][C:3](=[O:13])[C:4]1[CH:9]=[C:8]([CH:10]=O)[CH:7]=[CH:6][C:5]=1[F:12].[CH2:14]([C:18]1[CH:23]=[CH:22][C:21]([C:24]#[C:25][C:26]2[CH:31]=[CH:30][C:29]([NH2:32])=[CH:28][CH:27]=2)=[CH:20][CH:19]=1)[CH2:15][CH2:16][CH3:17].[CH:33](=O)[CH2:34][CH2:35][CH2:36][CH2:37][CH3:38], predict the reaction product. The product is: [CH2:14]([C:18]1[CH:23]=[CH:22][C:21]([C:24]#[C:25][C:26]2[CH:27]=[CH:28][C:29]([N:32]([CH2:10][C:8]3[CH:7]=[CH:6][C:5]([F:12])=[C:4]([CH:9]=3)[C:3]([O:2][CH3:1])=[O:13])[CH2:33][CH2:34][CH2:35][CH2:36][CH2:37][CH3:38])=[CH:30][CH:31]=2)=[CH:20][CH:19]=1)[CH2:15][CH2:16][CH3:17]. (2) Given the reactants [NH2:1][CH:2]1[CH2:11][C:10]2[C:9]([C:12]([NH2:14])=[O:13])=[CH:8][CH:7]=[C:6]([F:15])[C:5]=2[O:4][CH2:3]1.[F:16][C:17]1[CH:18]=[C:19]2[C:23](=[CH:24][CH:25]=1)[NH:22][CH:21]=[C:20]2[C@H:26]([CH3:30])[CH2:27][CH:28]=O.C(O)(=O)C.C([BH3-])#N.[Na+], predict the reaction product. The product is: [F:15][C:6]1[C:5]2[O:4][CH2:3][CH:2]([NH:1][CH2:28][CH2:27][C@H:26]([C:20]3[C:19]4[C:23](=[CH:24][CH:25]=[C:17]([F:16])[CH:18]=4)[NH:22][CH:21]=3)[CH3:30])[CH2:11][C:10]=2[C:9]([C:12]([NH2:14])=[O:13])=[CH:8][CH:7]=1. (3) Given the reactants C(OC([N:8]1[CH2:13][CH2:12][CH:11]([C:14]2[C:18]3[S:19][CH:20]=[C:21]([CH3:22])[C:17]=3[O:16][N:15]=2)[CH2:10][CH2:9]1)=O)(C)(C)C.[ClH:23], predict the reaction product. The product is: [ClH:23].[CH3:22][C:21]1[C:17]2[O:16][N:15]=[C:14]([CH:11]3[CH2:12][CH2:13][NH:8][CH2:9][CH2:10]3)[C:18]=2[S:19][CH:20]=1. (4) Given the reactants [Cl:1][C:2]1[CH:7]=[CH:6][C:5]([CH:8]([C:15]2[C:23]3[C:18](=[C:19]([CH2:24][S:25][CH3:26])[CH:20]=[CH:21][CH:22]=3)[N:17]([C:27]([O:29][C:30]([CH3:33])([CH3:32])[CH3:31])=[O:28])[CH:16]=2)[CH2:9][C:10]([O:12][CH2:13][CH3:14])=[O:11])=[CH:4][CH:3]=1.[CH2:34](OC(=O)C(C)C(C1C2C(=C(CSC)C=CC=2)N(C(OC(C)(C)C)=O)C=1)C1C=CC(C(F)(F)F)=CC=1)C, predict the reaction product. The product is: [Cl:1][C:2]1[CH:7]=[CH:6][C:5]([CH:8]([C:15]2[C:23]3[C:18](=[C:19]([CH2:24][S:25][CH3:26])[CH:20]=[CH:21][CH:22]=3)[N:17]([C:27]([O:29][C:30]([CH3:32])([CH3:31])[CH3:33])=[O:28])[CH:16]=2)[CH:9]([CH3:34])[C:10]([O:12][CH2:13][CH3:14])=[O:11])=[CH:4][CH:3]=1. (5) Given the reactants [CH3:1][O:2][C:3]([C:5]1[N:10]=[C:9]([C:11]2[CH:20]=[C:19]3[C:14]([CH2:15][CH2:16][CH2:17][N:18]3[C:21]([O:23][C:24]([CH3:27])([CH3:26])[CH3:25])=[O:22])=[CH:13][CH:12]=2)[CH:8]=[CH:7][C:6]=1OS(C(F)(F)F)(=O)=O)=[O:4].[C:36]1(B(O)O)[CH:41]=[CH:40][CH:39]=[CH:38][CH:37]=1.C([O-])([O-])=O.[K+].[K+], predict the reaction product. The product is: [CH3:1][O:2][C:3]([C:5]1[N:10]=[C:9]([C:11]2[CH:20]=[C:19]3[C:14]([CH2:15][CH2:16][CH2:17][N:18]3[C:21]([O:23][C:24]([CH3:27])([CH3:26])[CH3:25])=[O:22])=[CH:13][CH:12]=2)[CH:8]=[CH:7][C:6]=1[C:36]1[CH:41]=[CH:40][CH:39]=[CH:38][CH:37]=1)=[O:4]. (6) Given the reactants [I:1][C:2]1[CH:3]=[CH:4][C:5]([NH:10][CH3:11])=[N:6][C:7]=1[O:8][CH3:9].C(O[CH:15]=[C:16]([C:22]([O:24]CC)=O)[C:17]([O:19][CH2:20][CH3:21])=[O:18])C, predict the reaction product. The product is: [I:1][C:2]1[CH:3]=[C:4]2[C:5](=[N:6][C:7]=1[O:8][CH3:9])[N:10]([CH3:11])[CH:15]=[C:16]([C:17]([O:19][CH2:20][CH3:21])=[O:18])[C:22]2=[O:24]. (7) Given the reactants [F:1][C:2]1[C:3]([O:11][CH2:12][C:13]2[CH:18]=[CH:17][CH:16]=[CH:15][CH:14]=2)=[C:4]([CH:8]=[CH:9][CH:10]=1)[C:5](O)=[O:6].ClC(OCC)=O.[NH3:25], predict the reaction product. The product is: [F:1][C:2]1[C:3]([O:11][CH2:12][C:13]2[CH:18]=[CH:17][CH:16]=[CH:15][CH:14]=2)=[C:4]([CH:8]=[CH:9][CH:10]=1)[C:5]([NH2:25])=[O:6]. (8) Given the reactants [N:1]1[C:10]2[C:5](=[CH:6][CH:7]=[CH:8][C:9]=2[CH:11]([NH:22][C:23](=[O:29])[O:24][C:25]([CH3:28])([CH3:27])[CH3:26])S(C2C=CC(C)=CC=2)(=O)=O)[CH:4]=[CH:3][CH:2]=1.C(N(CC)CC)C.[F:37][C:38]1[CH:45]=[CH:44][C:41]([CH:42]=[O:43])=[CH:40][CH:39]=1.[Cl-].[NH4+], predict the reaction product. The product is: [F:37][C:38]1[CH:45]=[CH:44][C:41]([C:42](=[O:43])[CH:11]([NH:22][C:23](=[O:29])[O:24][C:25]([CH3:26])([CH3:27])[CH3:28])[C:9]2[CH:8]=[CH:7][CH:6]=[C:5]3[C:10]=2[N:1]=[CH:2][CH:3]=[CH:4]3)=[CH:40][CH:39]=1.